From a dataset of Reaction yield outcomes from USPTO patents with 853,638 reactions. Predict the reaction yield, written as a fraction of the theoretical maximum amount of product (1.0 means a 100% yield; for example, 0.34 means a 34% yield). (1) The reactants are [F:1][C:2]([F:27])([F:26])[C:3]1[CH:25]=[CH:24][C:6]([CH2:7][O:8][N:9]=[C:10]([C:12]2[CH:23]=[CH:22][C:15]([O:16][CH2:17][C:18]([NH:20][NH2:21])=[O:19])=[CH:14][CH:13]=2)[CH3:11])=[CH:5][CH:4]=1.[CH2:28]([N:30]=[C:31]=[S:32])[CH3:29]. The catalyst is CCO. The product is [CH2:28]([NH:30][C:31]([NH:21][NH:20][C:18](=[O:19])[CH2:17][O:16][C:15]1[CH:22]=[CH:23][C:12]([C:10](=[N:9][O:8][CH2:7][C:6]2[CH:5]=[CH:4][C:3]([C:2]([F:26])([F:27])[F:1])=[CH:25][CH:24]=2)[CH3:11])=[CH:13][CH:14]=1)=[S:32])[CH3:29]. The yield is 0.780. (2) The reactants are [C:1]([O:5][C:6]([N:8]1[CH2:13][CH2:12][CH:11]([N:14]2[C:18]3[CH:19]=[CH:20][CH:21]=[CH:22][C:17]=3[NH:16][C:15]2=[O:23])[CH2:10][CH2:9]1)=[O:7])([CH3:4])([CH3:3])[CH3:2].Br[CH2:25][CH2:26][CH2:27][Cl:28].C(=O)([O-])[O-].[Cs+].[Cs+]. The catalyst is CC(C)=O. The product is [C:1]([O:5][C:6]([N:8]1[CH2:13][CH2:12][CH:11]([N:14]2[C:18]3[CH:19]=[CH:20][CH:21]=[CH:22][C:17]=3[N:16]([CH2:25][CH2:26][CH2:27][Cl:28])[C:15]2=[O:23])[CH2:10][CH2:9]1)=[O:7])([CH3:4])([CH3:2])[CH3:3]. The yield is 1.00. (3) The reactants are [H-].[Na+].[NH:3]1[CH:7]=[CH:6][CH:5]=[N:4]1.[Br:8][C:9]1[CH:10]=[C:11](F)[C:12]([N+:16]([O-:18])=[O:17])=[C:13]([F:15])[CH:14]=1. The catalyst is C1COCC1. The product is [Br:8][C:9]1[CH:14]=[C:13]([F:15])[C:12]([N+:16]([O-:18])=[O:17])=[C:11]([N:3]2[CH:7]=[CH:6][CH:5]=[N:4]2)[CH:10]=1. The yield is 0.860. (4) The product is [Cl:1][C:2]1[N:11]=[C:10]([N:20]([CH2:21][CH3:22])[CH3:19])[C:9]2[CH2:8][CH2:7][CH2:6][CH:5]([C:13]3[CH:18]=[CH:17][CH:16]=[CH:15][CH:14]=3)[C:4]=2[N:3]=1. The reactants are [Cl:1][C:2]1[N:11]=[C:10](Cl)[C:9]2[CH2:8][CH2:7][CH2:6][CH:5]([C:13]3[CH:18]=[CH:17][CH:16]=[CH:15][CH:14]=3)[C:4]=2[N:3]=1.[CH3:19][NH:20][CH2:21][CH3:22]. The catalyst is CO. The yield is 0.729. (5) The reactants are Br[C:2]1[CH:3]=[C:4]([N:11]2[CH2:16][CH2:15][O:14][CH2:13][CH2:12]2)[C:5]2[N:6]([CH:8]=[CH:9][N:10]=2)[CH:7]=1.[CH3:17][C:18]1[CH:24]=[CH:23][C:21]([NH2:22])=[CH:20][C:19]=1B1OC(C)(C)C(C)(C)O1.C([O-])([O-])=O.[Na+].[Na+].C(Cl)Cl. The catalyst is COCCOC. The product is [CH3:17][C:18]1[CH:24]=[CH:23][C:21]([NH2:22])=[CH:20][C:19]=1[C:2]1[CH:3]=[C:4]([N:11]2[CH2:16][CH2:15][O:14][CH2:13][CH2:12]2)[C:5]2[N:6]([CH:8]=[CH:9][N:10]=2)[CH:7]=1. The yield is 0.610. (6) The reactants are Cl.[CH2:2]1[C:10]2[C:5](=[CH:6][CH:7]=[CH:8][CH:9]=2)[CH2:4][CH:3]1[C@H:11]1[NH:16][C:15](=[O:17])[C@@H:14]([C@@H:18]([CH3:21])[CH2:19][CH3:20])[N:13]([CH:22]([C:26]2[C:27]([CH3:33])=[N:28][C:29]([CH3:32])=[CH:30][CH:31]=2)[C:23](O)=[O:24])[C:12]1=[O:34].[NH:35]1[CH2:40][CH2:39][O:38][CH2:37][CH2:36]1. The catalyst is ClCCl. The product is [CH2:2]1[C:10]2[C:5](=[CH:6][CH:7]=[CH:8][CH:9]=2)[CH2:4][CH:3]1[C@H:11]1[NH:16][C:15](=[O:17])[C@@H:14]([C@@H:18]([CH3:21])[CH2:19][CH3:20])[N:13]([C@H:22]([C:26]2[C:27]([CH3:33])=[N:28][C:29]([CH3:32])=[CH:30][CH:31]=2)[C:23]([N:35]2[CH2:40][CH2:39][O:38][CH2:37][CH2:36]2)=[O:24])[C:12]1=[O:34]. The yield is 0.450. (7) The reactants are [Cl:1][C:2]1[CH:3]=[C:4]([CH2:9][OH:10])[CH:5]=[N:6][C:7]=1[Cl:8].C[N+]1([O-])CCOCC1. The catalyst is C(Cl)Cl. The product is [Cl:1][C:2]1[CH:3]=[C:4]([CH:9]=[O:10])[CH:5]=[N:6][C:7]=1[Cl:8]. The yield is 0.220. (8) The reactants are [C:1]([C:5]1[CH:9]=[C:8]([NH2:10])[N:7]([C:11]2[C:12]([CH3:17])=[N:13][CH:14]=[CH:15][CH:16]=2)[N:6]=1)([CH3:4])([CH3:3])[CH3:2].Cl[C:19]([O:21][C:22]1[CH:27]=[CH:26][CH:25]=[CH:24][CH:23]=1)=[O:20]. No catalyst specified. The product is [C:1]([C:5]1[CH:9]=[C:8]([NH:10][C:19](=[O:20])[O:21][C:22]2[CH:27]=[CH:26][CH:25]=[CH:24][CH:23]=2)[N:7]([C:11]2[C:12]([CH3:17])=[N:13][CH:14]=[CH:15][CH:16]=2)[N:6]=1)([CH3:4])([CH3:3])[CH3:2]. The yield is 0.700. (9) The reactants are Br[CH:2]1[CH2:7][CH2:6][CH:5]([C:8]([O:10][CH2:11][CH3:12])=[O:9])[CH2:4][C:3]1=[O:13].[F:14][C:15]1[CH:20]=[CH:19][C:18]([SH:21])=[CH:17][CH:16]=1.[OH-].[K+]. The catalyst is CCO. The product is [F:14][C:15]1[CH:20]=[CH:19][C:18]([S:21][CH:2]2[CH2:7][CH2:6][CH:5]([C:8]([O:10][CH2:11][CH3:12])=[O:9])[CH2:4][C:3]2=[O:13])=[CH:17][CH:16]=1. The yield is 0.510.